Dataset: Reaction yield outcomes from USPTO patents with 853,638 reactions. Task: Predict the reaction yield, written as a fraction of the theoretical maximum amount of product (1.0 means a 100% yield; for example, 0.34 means a 34% yield). (1) The reactants are [CH:1]1([N:6]2[C:10]3[N:11]=[C:12]([NH:15][C:16]4[CH:24]=[CH:23][C:19]([C:20]([OH:22])=O)=[CH:18][N:17]=4)[N:13]=[CH:14][C:9]=3[CH:8]=[C:7]2[C:25](=[O:29])[N:26]([CH3:28])[CH3:27])[CH2:5][CH2:4][CH2:3][CH2:2]1.[CH3:30][N:31]1[CH:36]2[CH2:37][CH2:38][CH:32]1[CH2:33][NH:34][CH2:35]2. No catalyst specified. The product is [CH3:28][N:26]([CH3:27])[C:25]([C:7]1[N:6]([CH:1]2[CH2:5][CH2:4][CH2:3][CH2:2]2)[C:10]2[N:11]=[C:12]([NH:15][C:16]3[CH:24]=[CH:23][C:19]([C:20]([N:34]4[CH2:35][CH:36]5[N:31]([CH3:30])[CH:32]([CH2:38][CH2:37]5)[CH2:33]4)=[O:22])=[CH:18][N:17]=3)[N:13]=[CH:14][C:9]=2[CH:8]=1)=[O:29]. The yield is 0.600. (2) The reactants are [CH3:1][Mg]I.[Cl:4][C:5]1[CH:6]=[C:7]([C:11]2[O:15][N:14]=[C:13]([CH:16]=[O:17])[N:12]=2)[CH:8]=[CH:9][CH:10]=1.Cl. The catalyst is C1COCC1. The product is [Cl:4][C:5]1[CH:6]=[C:7]([C:11]2[O:15][N:14]=[C:13]([CH:16]([OH:17])[CH3:1])[N:12]=2)[CH:8]=[CH:9][CH:10]=1. The yield is 0.500. (3) The yield is 0.620. The catalyst is O1CCCC1.C1(C)C=CC=CC=1. The product is [F:1][C:2]1[CH:3]=[CH:4][C:5]([S:8]([N:11]2[C:15]([C:16]3[CH:21]=[CH:20][CH:19]=[CH:18][CH:17]=3)=[CH:14][C:13]([CH:22]=[O:23])=[C:12]2[CH3:27])(=[O:9])=[O:10])=[CH:6][CH:7]=1. The reactants are [F:1][C:2]1[CH:7]=[CH:6][C:5]([S:8]([N:11]2[C:15]([C:16]3[CH:21]=[CH:20][CH:19]=[CH:18][CH:17]=3)=[CH:14][C:13]([C:22](OCC)=[O:23])=[C:12]2[CH3:27])(=[O:10])=[O:9])=[CH:4][CH:3]=1.[H-].C([Al+]CC(C)C)C(C)C.Cl. (4) The reactants are [CH3:1][O:2][C:3]1([C:17]2[CH:22]=[CH:21][CH:20]=[CH:19][CH:18]=2)[O:7][C:6](=[O:8])[CH:5]([CH:9]([CH2:13][CH2:14][CH2:15][CH3:16])[C:10](O)=[O:11])[O:4]1.[C:23]([O:27][C:28](=[O:34])[C@@H:29]1[CH2:33][CH2:32][CH2:31][NH:30]1)([CH3:26])([CH3:25])[CH3:24].CCN(C(C)C)C(C)C.C1CN([P+](ON2N=NC3C=CC=CC2=3)(N2CCCC2)N2CCCC2)CC1.F[P-](F)(F)(F)(F)F. The catalyst is CN(C=O)C.C(OCC)(=O)C. The product is [CH3:1][O:2][C:3]1([C:17]2[CH:18]=[CH:19][CH:20]=[CH:21][CH:22]=2)[O:7][C:6](=[O:8])[CH:5]([CH:9]([C:10]([N:30]2[CH2:31][CH2:32][CH2:33][C@H:29]2[C:28]([O:27][C:23]([CH3:26])([CH3:24])[CH3:25])=[O:34])=[O:11])[CH2:13][CH2:14][CH2:15][CH3:16])[O:4]1. The yield is 0.500. (5) The reactants are [CH:1]12[CH2:8][CH2:7][CH:4]([CH2:5][CH2:6]1)[CH2:3][CH:2]2[C:9]1([CH3:17])[N:13]([CH3:14])[C:12](=[O:15])[NH:11][C:10]1=[O:16].Br[CH2:19][C:20]([C:22]1[CH:27]=[CH:26][CH:25]=[C:24]([OH:28])[CH:23]=1)=[O:21]. No catalyst specified. The product is [CH:1]12[CH2:6][CH2:5][CH:4]([CH2:7][CH2:8]1)[CH2:3][CH:2]2[C:9]1([CH3:17])[N:13]([CH3:14])[C:12](=[O:15])[N:11]([CH2:19][C:20]([C:22]2[CH:27]=[CH:26][CH:25]=[C:24]([OH:28])[CH:23]=2)=[O:21])[C:10]1=[O:16]. The yield is 0.290. (6) The reactants are Br[C:2]1[CH:3]=[C:4]([N:8]2[CH2:13][CH2:12][CH:11]([C:14]([N:16]([CH3:18])[CH3:17])=[O:15])[CH2:10][CH2:9]2)[CH:5]=[CH:6][CH:7]=1.[B:19]1([B:19]2[O:23][C:22]([CH3:25])([CH3:24])[C:21]([CH3:27])([CH3:26])[O:20]2)[O:23][C:22]([CH3:25])([CH3:24])[C:21]([CH3:27])([CH3:26])[O:20]1.CC([O-])=O.[K+]. The catalyst is O.C(OCC)(=O)C.C1C=CC(P(C2C=CC=CC=2)[C-]2C=CC=C2)=CC=1.C1C=CC(P(C2C=CC=CC=2)[C-]2C=CC=C2)=CC=1.Cl[Pd]Cl.[Fe+2]. The product is [CH3:17][N:16]([CH3:18])[C:14]([CH:11]1[CH2:12][CH2:13][N:8]([C:4]2[CH:5]=[CH:6][CH:7]=[C:2]([B:19]3[O:23][C:22]([CH3:25])([CH3:24])[C:21]([CH3:27])([CH3:26])[O:20]3)[CH:3]=2)[CH2:9][CH2:10]1)=[O:15]. The yield is 0.750.